Task: Predict the reactants needed to synthesize the given product.. Dataset: Full USPTO retrosynthesis dataset with 1.9M reactions from patents (1976-2016) (1) Given the product [CH3:9][S:10][C:2]1[N:7]=[CH:6][N:5]=[C:4]([NH2:8])[CH:3]=1, predict the reactants needed to synthesize it. The reactants are: Cl[C:2]1[N:7]=[CH:6][N:5]=[C:4]([NH2:8])[CH:3]=1.[CH3:9][S-:10].[Na+]. (2) Given the product [CH:6]1([S:9]([NH:12][C:13]([C@@:15]23[CH2:30][C@H:29]2[CH:28]=[CH:27][CH2:26][CH2:25][C@@H:24]([CH3:31])[CH2:23][C@@H:22]([CH3:32])[C@H:21]([NH:33][C:34](=[O:40])[O:35][C:36]([CH3:39])([CH3:37])[CH3:38])[C:20](=[O:41])[N:19]2[CH2:42][C@H:43]([O:45][C:46]4[C:55]5[C:50](=[CH:51][CH:52]=[CH:53][CH:54]=5)[C:49]([O:56][CH3:57])=[CH:48][N:47]=4)[CH2:44][C@H:18]2[C:17](=[O:58])[NH:16]3)=[O:14])(=[O:10])=[O:11])[CH2:7][CH2:8]1, predict the reactants needed to synthesize it. The reactants are: O1CC(=O)C1.[CH:6]1([S:9]([NH:12][C:13]([C@@:15]23[CH2:30][C@H:29]2[CH:28]=[CH:27][CH2:26][CH2:25][C@H:24]([CH3:31])[CH2:23][C@@H:22]([CH3:32])[C@H:21]([NH:33][C:34](=[O:40])[O:35][C:36]([CH3:39])([CH3:38])[CH3:37])[C:20](=[O:41])[N:19]2[CH2:42][C@H:43]([O:45][C:46]4[C:55]5[C:50](=[CH:51][CH:52]=[CH:53][CH:54]=5)[C:49]([O:56][CH3:57])=[CH:48][N:47]=4)[CH2:44][C@H:18]2[C:17](=[O:58])[NH:16]3)=[O:14])(=[O:11])=[O:10])[CH2:8][CH2:7]1. (3) The reactants are: [ClH:1].[CH3:2][C:3]1[CH:8]=[CH:7][C:6]([S:9]([N:12]2[CH2:16][CH2:15][CH2:14][CH2:13]2)(=[O:11])=[O:10])=[CH:5][C:4]=1[C:17]1[CH:22]=[CH:21][C:20]([CH2:23][C@H:24]([NH:38][C:39]([C@H:41]2[CH2:46][CH2:45][C@H:44]([CH2:47][NH:48]C(=O)OC(C)(C)C)[CH2:43][CH2:42]2)=[O:40])[C:25](=[O:37])[NH:26][C:27]2[CH:36]=[CH:35][C:30]3[NH:31][C:32](=[O:34])[NH:33][C:29]=3[CH:28]=2)=[CH:19][CH:18]=1.C(#N)C. Given the product [ClH:1].[NH2:48][CH2:47][C@H:44]1[CH2:43][CH2:42][C@H:41]([C:39]([NH:38][C@@H:24]([CH2:23][C:20]2[CH:21]=[CH:22][C:17]([C:4]3[CH:5]=[C:6]([S:9]([N:12]4[CH2:16][CH2:15][CH2:14][CH2:13]4)(=[O:10])=[O:11])[CH:7]=[CH:8][C:3]=3[CH3:2])=[CH:18][CH:19]=2)[C:25](=[O:37])[NH:26][C:27]2[CH:36]=[CH:35][C:30]3[NH:31][C:32](=[O:34])[NH:33][C:29]=3[CH:28]=2)=[O:40])[CH2:46][CH2:45]1, predict the reactants needed to synthesize it. (4) Given the product [CH3:1][O:2][C:3]([C:5]1[S:9][C:8]2[CH:10]=[CH:11][C:12]([NH2:14])=[CH:13][C:7]=2[CH:6]=1)=[O:4], predict the reactants needed to synthesize it. The reactants are: [CH3:1][O:2][C:3]([C:5]1[S:9][C:8]2[CH:10]=[CH:11][C:12]([N+:14]([O-])=O)=[CH:13][C:7]=2[CH:6]=1)=[O:4].Cl. (5) Given the product [O:15]1[CH2:16][CH:11]([CH2:10][OH:9])[O:12][C:13]2=[CH:19][S:18][CH:17]=[C:14]12, predict the reactants needed to synthesize it. The reactants are: C([O:9][CH2:10][CH:11]1[CH2:16][O:15][C:14]2=[CH:17][S:18][CH:19]=[C:13]2[O:12]1)(=O)C1C=CC=CC=1.[OH-].[K+].Cl. (6) Given the product [CH:8]1([CH2:11][CH2:12][O:13][C:14]2[N:22]=[C:21]3[C:17]([N:18]=[C:19]([O:23][CH3:24])[N:20]3[CH2:27][CH2:28][CH:29]3[CH2:34][CH2:33][CH2:32][CH2:31][O:30]3)=[C:16]([NH2:25])[N:15]=2)[CH2:10][CH2:9]1, predict the reactants needed to synthesize it. The reactants are: FC(F)(F)C(O)=O.[CH:8]1([CH2:11][CH2:12][O:13][C:14]2[NH:15][C:16]([NH2:25])=[C:17]3[C:21]([N:22]=2)=[N:20][C:19]([O:23][CH3:24])=[N:18]3)[CH2:10][CH2:9]1.Br[CH2:27][CH2:28][CH:29]1[CH2:34][CH2:33][CH2:32][CH2:31][O:30]1.